Dataset: Catalyst prediction with 721,799 reactions and 888 catalyst types from USPTO. Task: Predict which catalyst facilitates the given reaction. (1) The catalyst class is: 304. Reactant: [F:1][C:2]1[CH:7]=[CH:6][C:5]([C:8]2[CH2:13][CH2:12][CH:11]([CH2:14][CH2:15][C@H:16]3[CH2:21][CH2:20][C@H:19]([CH2:22][CH2:23][CH3:24])[CH2:18][CH2:17]3)[C:10](=[O:25])[CH:9]=2)=[CH:4][CH:3]=1.[OH-].[K+].C(O)C.[H][H]. Product: [F:1][C:2]1[CH:3]=[CH:4][C:5]([C@@H:8]2[CH2:9][C:10](=[O:25])[C@@H:11]([CH2:14][CH2:15][C@H:16]3[CH2:17][CH2:18][C@H:19]([CH2:22][CH2:23][CH3:24])[CH2:20][CH2:21]3)[CH2:12][CH2:13]2)=[CH:6][CH:7]=1. (2) Reactant: [Br:1][C:2]1[CH:3]=[C:4]2[C:8](=[CH:9][CH:10]=1)[NH:7][C:6](=[O:11])[CH2:5]2.[NH:12]1[C:20]2[C:15](=[CH:16][CH:17]=[CH:18][CH:19]=2)[CH:14]=[C:13]1[CH:21]=O.N1CCCCC1. Product: [Br:1][C:2]1[CH:3]=[C:4]2[C:8](=[CH:9][CH:10]=1)[NH:7][C:6](=[O:11])[C:5]2=[CH:21][C:13]1[NH:12][C:20]2[C:15]([CH:14]=1)=[CH:16][CH:17]=[CH:18][CH:19]=2. The catalyst class is: 8. (3) Reactant: C([O:3][C:4](=[O:43])[CH2:5][CH2:6][CH2:7][CH2:8][O:9][C:10]1[CH:15]=[CH:14][C:13]([N:16]2[CH:24]=[N:23][C:22]3[C:17]2=[N:18][C:19]([NH:25][C:26]2[CH:31]=[CH:30][C:29]([CH2:32][CH2:33][CH2:34][NH:35][C:36]([O:38][C:39]([CH3:42])([CH3:41])[CH3:40])=[O:37])=[CH:28][CH:27]=2)=[N:20][CH:21]=3)=[CH:12][CH:11]=1)C.O[Li].O. Product: [C:39]([O:38][C:36]([NH:35][CH2:34][CH2:33][CH2:32][C:29]1[CH:28]=[CH:27][C:26]([NH:25][C:19]2[N:18]=[C:17]3[C:22]([N:23]=[CH:24][N:16]3[C:13]3[CH:14]=[CH:15][C:10]([O:9][CH2:8][CH2:7][CH2:6][CH2:5][C:4]([OH:43])=[O:3])=[CH:11][CH:12]=3)=[CH:21][N:20]=2)=[CH:31][CH:30]=1)=[O:37])([CH3:42])([CH3:40])[CH3:41]. The catalyst class is: 20. (4) Reactant: O[C:2]1[C:6]2[CH:7]=[CH:8][C:9](/C=C/C=C/C)=[C:10](C=O)[C:5]=2[O:4][C:3]=1C=O.[N+](=C)=[N-]. Product: [O:4]1[C:5]2[CH:10]=[CH:9][CH:8]=[CH:7][C:6]=2[CH:2]=[CH:3]1. The catalyst class is: 7. (5) Reactant: C([Zn][CH2:4][CH3:5])C.FC(F)(F)C(O)=O.C(I)I.[CH:16]([C:18]1[CH:19]=[C:20]([CH:25]=[CH:26][CH:27]=1)[C:21]([O:23][CH3:24])=[O:22])=C. Product: [CH:27]1([C:26]2[CH:25]=[C:20]([CH:19]=[CH:4][CH:5]=2)[C:21]([O:23][CH3:24])=[O:22])[CH2:18][CH2:16]1. The catalyst class is: 2.